Dataset: NCI-60 drug combinations with 297,098 pairs across 59 cell lines. Task: Regression. Given two drug SMILES strings and cell line genomic features, predict the synergy score measuring deviation from expected non-interaction effect. (1) Drug 1: C1CCC(C1)C(CC#N)N2C=C(C=N2)C3=C4C=CNC4=NC=N3. Cell line: PC-3. Drug 2: CCC1(CC2CC(C3=C(CCN(C2)C1)C4=CC=CC=C4N3)(C5=C(C=C6C(=C5)C78CCN9C7C(C=CC9)(C(C(C8N6C)(C(=O)OC)O)OC(=O)C)CC)OC)C(=O)OC)O.OS(=O)(=O)O. Synergy scores: CSS=35.9, Synergy_ZIP=5.93, Synergy_Bliss=8.73, Synergy_Loewe=-34.3, Synergy_HSA=7.43. (2) Drug 1: C1CN1P(=S)(N2CC2)N3CC3. Drug 2: CC12CCC3C(C1CCC2O)C(CC4=C3C=CC(=C4)O)CCCCCCCCCS(=O)CCCC(C(F)(F)F)(F)F. Cell line: SF-295. Synergy scores: CSS=9.46, Synergy_ZIP=-1.12, Synergy_Bliss=1.19, Synergy_Loewe=-0.0544, Synergy_HSA=-0.308. (3) Drug 1: CCC(=C(C1=CC=CC=C1)C2=CC=C(C=C2)OCCN(C)C)C3=CC=CC=C3.C(C(=O)O)C(CC(=O)O)(C(=O)O)O. Drug 2: C(CN)CNCCSP(=O)(O)O. Cell line: HL-60(TB). Synergy scores: CSS=3.08, Synergy_ZIP=-0.639, Synergy_Bliss=3.11, Synergy_Loewe=-0.0861, Synergy_HSA=0.477. (4) Synergy scores: CSS=-1.20, Synergy_ZIP=-1.34, Synergy_Bliss=-2.97, Synergy_Loewe=-11.0, Synergy_HSA=-4.25. Drug 2: C(=O)(N)NO. Cell line: NCI-H322M. Drug 1: COC1=CC(=CC(=C1O)OC)C2C3C(COC3=O)C(C4=CC5=C(C=C24)OCO5)OC6C(C(C7C(O6)COC(O7)C8=CC=CS8)O)O. (5) Cell line: SK-MEL-5. Synergy scores: CSS=-5.37, Synergy_ZIP=0.274, Synergy_Bliss=-5.60, Synergy_Loewe=-8.28, Synergy_HSA=-7.81. Drug 1: CC12CCC(CC1=CCC3C2CCC4(C3CC=C4C5=CN=CC=C5)C)O. Drug 2: C1CN(P(=O)(OC1)NCCCl)CCCl. (6) Drug 1: CC12CCC3C(C1CCC2=O)CC(=C)C4=CC(=O)C=CC34C. Drug 2: CN(CC1=CN=C2C(=N1)C(=NC(=N2)N)N)C3=CC=C(C=C3)C(=O)NC(CCC(=O)O)C(=O)O. Cell line: MOLT-4. Synergy scores: CSS=69.8, Synergy_ZIP=2.28, Synergy_Bliss=3.14, Synergy_Loewe=0.576, Synergy_HSA=2.39. (7) Drug 1: CCCCC(=O)OCC(=O)C1(CC(C2=C(C1)C(=C3C(=C2O)C(=O)C4=C(C3=O)C=CC=C4OC)O)OC5CC(C(C(O5)C)O)NC(=O)C(F)(F)F)O. Drug 2: COCCOC1=C(C=C2C(=C1)C(=NC=N2)NC3=CC=CC(=C3)C#C)OCCOC.Cl. Cell line: UO-31. Synergy scores: CSS=19.9, Synergy_ZIP=-4.49, Synergy_Bliss=0.298, Synergy_Loewe=-4.06, Synergy_HSA=0.989.